Predict the reaction yield, written as a fraction of the theoretical maximum amount of product (1.0 means a 100% yield; for example, 0.34 means a 34% yield). From a dataset of Reaction yield outcomes from USPTO patents with 853,638 reactions. (1) The product is [C:12]([O:16][C:17](=[O:20])[CH2:18][C:2]1[CH:7]=[CH:6][C:5]([S:8][CH3:9])=[CH:4][C:3]=1[CH3:10])([CH3:15])([CH3:14])[CH3:13]. The catalyst is C1COCC1. The yield is 0.480. The reactants are Br[C:2]1[CH:7]=[CH:6][C:5]([S:8][CH3:9])=[CH:4][C:3]=1[CH3:10].[Cl-].[C:12]([O:16][C:17](=[O:20])[CH2:18][Zn+])([CH3:15])([CH3:14])[CH3:13]. (2) The reactants are [C:1]([C:4]1[CH:33]=[CH:32][C:7]([O:8][CH2:9][C:10]2[CH:15]=[CH:14][C:13]([CH:16]([O:25][CH:26]3[CH2:31][CH2:30][CH2:29][CH2:28][O:27]3)[C:17]3[CH:18]=[C:19]([CH:22]=[CH:23][CH:24]=3)[C:20]#[N:21])=[CH:12][CH:11]=2)=[C:6]([C:34]([F:37])([F:36])[F:35])[C:5]=1[OH:38])(=[O:3])[CH3:2].[N-:39]=[N+:40]=[N-:41].[Na+].Cl.C(N(CC)CC)C. No catalyst specified. The product is [OH:38][C:5]1[C:6]([C:34]([F:36])([F:35])[F:37])=[C:7]([O:8][CH2:9][C:10]2[CH:15]=[CH:14][C:13]([CH:16]([O:25][CH:26]3[CH2:31][CH2:30][CH2:29][CH2:28][O:27]3)[C:17]3[CH:24]=[CH:23][CH:22]=[C:19]([C:20]4[N:39]=[N:40][NH:41][N:21]=4)[CH:18]=3)=[CH:12][CH:11]=2)[CH:32]=[CH:33][C:4]=1[C:1](=[O:3])[CH3:2]. The yield is 0.960.